From a dataset of Catalyst prediction with 721,799 reactions and 888 catalyst types from USPTO. Predict which catalyst facilitates the given reaction. (1) Reactant: C(OC([NH:8][C:9]1[O:17][C:16]2[C:11](=[N:12][CH:13]=[C:14]([CH2:18][N:19]3[CH2:24][CH2:23][N:22]([CH3:25])[CH2:21][CH2:20]3)[CH:15]=2)[C:10]=1[C:26]([NH:28][C:29]1[CH:30]=[N:31][CH:32]=[CH:33][C:34]=1[N:35]1[CH2:40][C@H:39]([C:41]([F:44])([F:43])[F:42])[CH2:38][C@H:37]([NH:45]C(=O)OC(C)(C)C)[CH2:36]1)=[O:27])=O)(C)(C)C.Cl.O1CCOCC1. Product: [NH2:8][C:9]1[O:17][C:16]2[C:11](=[N:12][CH:13]=[C:14]([CH2:18][N:19]3[CH2:24][CH2:23][N:22]([CH3:25])[CH2:21][CH2:20]3)[CH:15]=2)[C:10]=1[C:26]([NH:28][C:29]1[CH:30]=[N:31][CH:32]=[CH:33][C:34]=1[N:35]1[CH2:40][C@H:39]([C:41]([F:42])([F:44])[F:43])[CH2:38][C@H:37]([NH2:45])[CH2:36]1)=[O:27]. The catalyst class is: 5. (2) Reactant: [Cl:1][C:2]1[CH:3]=[CH:4][C:5]2[N:11]3[C:12]([CH2:15][F:16])=[N:13][N:14]=[C:10]3[C@@H:9]([CH2:17][CH2:18][OH:19])[O:8][C@H:7]([C:20]3[CH:25]=[CH:24][CH:23]=[C:22]([O:26][CH3:27])[C:21]=3[O:28][CH3:29])[C:6]=2[CH:30]=1.C(N(CC)CC)C.[CH3:38][S:39](Cl)(=[O:41])=[O:40].C(=O)(O)[O-].[Na+]. Product: [CH3:38][S:39]([O:19][CH2:18][CH2:17][C@H:9]1[O:8][C@H:7]([C:20]2[CH:25]=[CH:24][CH:23]=[C:22]([O:26][CH3:27])[C:21]=2[O:28][CH3:29])[C:6]2[CH:30]=[C:2]([Cl:1])[CH:3]=[CH:4][C:5]=2[N:11]2[C:12]([CH2:15][F:16])=[N:13][N:14]=[C:10]12)(=[O:41])=[O:40]. The catalyst class is: 4. (3) Reactant: C(OC(=O)[N:7]([CH2:11][C:12](=[O:14])[NH2:13])[CH:8]([CH3:10])[CH3:9])(C)(C)C.[ClH:16].C(OCC)C. Product: [ClH:16].[CH:8]([NH:7][CH2:11][C:12]([NH2:13])=[O:14])([CH3:10])[CH3:9]. The catalyst class is: 12. (4) Reactant: [CH:1]1([NH:6][C:7]([C:9]2[C:13]([CH:14]=[CH2:15])=[C:12]([C:16]3[CH:21]=[CH:20][C:19]([C:22]([F:25])([F:24])[F:23])=[CH:18][CH:17]=3)[O:11][N:10]=2)=[O:8])[CH2:5][CH2:4][CH2:3][CH2:2]1. Product: [CH:1]1([NH:6][C:7]([C:9]2[C:13]([CH2:14][CH3:15])=[C:12]([C:16]3[CH:17]=[CH:18][C:19]([C:22]([F:24])([F:25])[F:23])=[CH:20][CH:21]=3)[O:11][N:10]=2)=[O:8])[CH2:2][CH2:3][CH2:4][CH2:5]1. The catalyst class is: 29.